Dataset: Full USPTO retrosynthesis dataset with 1.9M reactions from patents (1976-2016). Task: Predict the reactants needed to synthesize the given product. (1) Given the product [Br:1][C:2]1[C:3](/[CH:9]=[N:10]\[S@:11]([C:13]([CH3:16])([CH3:15])[CH3:14])=[O:12])=[N:4][C:5]([Br:17])=[CH:6][CH:7]=1, predict the reactants needed to synthesize it. The reactants are: [Br:1][C:2]1[C:3]([CH:9]=[N:10][S@:11]([C:13]([CH3:16])([CH3:15])[CH3:14])=[O:12])=[N:4][CH:5]=[C:6](Br)[CH:7]=1.[Br:17]C1C(C=O)=NC(Br)=CC=1. (2) Given the product [F:1][C:2]1[CH:11]=[C:10]2[C:5]([CH:6]=[C:7]([C@@H:15]([N:17]3[C:18](=[O:27])[C:19]4[C:24](=[CH:23][CH:22]=[CH:21][CH:20]=4)[C:25]3=[O:26])[CH3:16])[C:8]([CH2:12][CH2:13][CH3:14])=[N:9]2)=[CH:4][CH:3]=1, predict the reactants needed to synthesize it. The reactants are: [F:1][C:2]1[CH:11]=[C:10]2[C:5]([CH:6]=[C:7]([C@@H:15]([N:17]3[C:25](=[O:26])[C:24]4[C:19](=[CH:20][CH:21]=[CH:22][CH:23]=4)[C:18]3=[O:27])[CH3:16])[C:8](/[CH:12]=[CH:13]/[CH3:14])=[N:9]2)=[CH:4][CH:3]=1.[H][H].